Task: Predict the product of the given reaction.. Dataset: Forward reaction prediction with 1.9M reactions from USPTO patents (1976-2016) (1) Given the reactants [C:1]1([CH2:7][CH2:8][CH2:9][NH2:10])[CH:6]=CC=CC=1.[O:11]1[CH2:15][CH2:14][CH:13]([C:16](O)=[O:17])[CH2:12]1.[CH2:19]1[C:27]2[C:22](=[CH:23][CH:24]=[CH:25][CH:26]=2)[CH2:21][N:20]1[C:28]([NH:30][C:31]1[CH:39]=[CH:38][C:34](C(O)=O)=[CH:33][CH:32]=1)=[O:29], predict the reaction product. The product is: [O:11]1[CH2:15][CH2:14][CH:13]([C:16]([N:10]2[CH2:6][CH2:1][CH:7]([C:34]3[CH:38]=[CH:39][C:31]([NH:30][C:28]([N:20]4[CH2:19][C:27]5[C:22](=[CH:23][CH:24]=[CH:25][CH:26]=5)[CH2:21]4)=[O:29])=[CH:32][CH:33]=3)[CH2:8][CH2:9]2)=[O:17])[CH2:12]1. (2) Given the reactants C(Cl)(=O)C(Cl)=O.[C:7]([C:11]1[CH:16]=[CH:15][C:14]([S:17]([NH:20][CH2:21][C:22]2[CH:30]=[CH:29][C:25]([C:26](O)=[O:27])=[CH:24][CH:23]=2)(=[O:19])=[O:18])=[CH:13][CH:12]=1)([CH3:10])([CH3:9])[CH3:8].[Cl:31][C:32]1[CH:33]=[C:34]([NH2:38])[CH:35]=[N:36][CH:37]=1, predict the reaction product. The product is: [C:7]([C:11]1[CH:12]=[CH:13][C:14]([S:17]([NH:20][CH2:21][C:22]2[CH:23]=[CH:24][C:25]([C:26]([NH:38][C:34]3[CH:35]=[N:36][CH:37]=[C:32]([Cl:31])[CH:33]=3)=[O:27])=[CH:29][CH:30]=2)(=[O:19])=[O:18])=[CH:15][CH:16]=1)([CH3:10])([CH3:9])[CH3:8].